Dataset: Full USPTO retrosynthesis dataset with 1.9M reactions from patents (1976-2016). Task: Predict the reactants needed to synthesize the given product. (1) Given the product [Br:1][C:2]1[CH:3]=[C:4]([CH2:5][S:6]([N:18]([CH2:17][C:16]2[CH:30]=[CH:31][C:32]([O:34][CH3:35])=[CH:33][C:15]=2[O:14][CH3:13])[CH2:19][C:20]2[CH:25]=[CH:24][C:23]([O:26][CH3:27])=[CH:22][C:21]=2[O:28][CH3:29])(=[O:8])=[O:7])[CH:10]=[CH:11][CH:12]=1, predict the reactants needed to synthesize it. The reactants are: [Br:1][C:2]1[CH:3]=[C:4]([CH:10]=[CH:11][CH:12]=1)[CH2:5][S:6](Cl)(=[O:8])=[O:7].[CH3:13][O:14][C:15]1[CH:33]=[C:32]([O:34][CH3:35])[CH:31]=[CH:30][C:16]=1[CH2:17][NH:18][CH2:19][C:20]1[CH:25]=[CH:24][C:23]([O:26][CH3:27])=[CH:22][C:21]=1[O:28][CH3:29].C(N(CC)C(C)C)(C)C. (2) Given the product [F:23][C:19]1[CH:18]=[C:17]([CH:22]=[CH:21][CH:20]=1)[CH2:15][C:10]1[CH:11]=[CH:12][CH:13]=[CH:14][C:9]=1[OH:8], predict the reactants needed to synthesize it. The reactants are: C([O:8][C:9]1[CH:14]=[CH:13][CH:12]=[CH:11][C:10]=1[CH:15]([C:17]1[CH:22]=[CH:21][CH:20]=[C:19]([F:23])[CH:18]=1)O)C1C=CC=CC=1.Cl. (3) Given the product [Cl:1][C:2]1[N:23]=[CH:22][CH:21]=[CH:20][C:3]=1[C:4]([N:6]([C:7]1[CH:8]=[CH:9][C:10]([CH2:13][CH2:14][C:15]([O:17][CH2:18][CH3:19])=[O:16])=[CH:11][CH:12]=1)[CH2:26][O:27][CH3:28])=[O:5], predict the reactants needed to synthesize it. The reactants are: [Cl:1][C:2]1[N:23]=[CH:22][CH:21]=[CH:20][C:3]=1[C:4]([NH:6][C:7]1[CH:12]=[CH:11][C:10]([CH2:13][CH2:14][C:15]([O:17][CH2:18][CH3:19])=[O:16])=[CH:9][CH:8]=1)=[O:5].[H-].[Na+].[CH3:26][O:27][CH2:28]Cl. (4) Given the product [Cl:1][C:2]1[CH:7]=[C:6]([Cl:8])[CH:5]=[CH:4][C:3]=1[C:9]1[C:10](=[O:11])[N:12]([C:13]2[CH:18]=[CH:17][CH:16]=[CH:15][CH:14]=2)[C:19]2([CH2:20][CH2:21][N:22]([O:25][CH3:26])[CH2:23][CH2:24]2)[C:27]=1[OH:28], predict the reactants needed to synthesize it. The reactants are: [Cl:1][C:2]1[CH:7]=[C:6]([Cl:8])[CH:5]=[CH:4][C:3]=1[CH2:9][C:10]([N:12]([C:19]1([C:27](NC2C=CC=CC=2)=[O:28])[CH2:24][CH2:23][N:22]([O:25][CH3:26])[CH2:21][CH2:20]1)[C:13]1[CH:18]=[CH:17][CH:16]=[CH:15][CH:14]=1)=[O:11].CC(C)([O-])C.[K+].CN(C=O)C. (5) Given the product [Cl:23][C:18]1[N:17]=[C:16]([NH:15][C:2]2[C:7]3[C:8]4[CH2:14][CH2:13][CH2:12][CH2:11][C:9]=4[Se:10][C:6]=3[N:5]=[CH:4][N:3]=2)[CH:21]=[C:20]([Cl:22])[N:19]=1, predict the reactants needed to synthesize it. The reactants are: Cl[C:2]1[C:7]2[C:8]3[CH2:14][CH2:13][CH2:12][CH2:11][C:9]=3[Se:10][C:6]=2[N:5]=[CH:4][N:3]=1.[NH2:15][C:16]1[CH:21]=[C:20]([Cl:22])[N:19]=[C:18]([Cl:23])[N:17]=1.[OH-].[Na+]. (6) Given the product [N:1]12[CH2:6][CH2:5][CH:4]([CH2:7][CH2:8]1)[C@@H:3]([O:9][C:10](=[O:37])[CH:11]([NH2:26])[C:12]1[CH:17]=[CH:16][CH:15]=[C:14]([OH:18])[CH:13]=1)[CH2:2]2, predict the reactants needed to synthesize it. The reactants are: [N:1]12[CH2:8][CH2:7][CH:4]([CH2:5][CH2:6]1)[C@@H:3]([O:9][C:10](=[O:37])[CH:11]([NH:26]C(OCC1C=CC=CC=1)=O)[C:12]1[CH:17]=[CH:16][CH:15]=[C:14]([O:18]CC3C=CC=CC=3)[CH:13]=1)[CH2:2]2.C([O-])=O.[NH4+]. (7) The reactants are: [OH-].[Na+].[CH3:3][O:4][C:5]1[C:10]([C:11](=[O:13])[CH3:12])=[C:9]([O:14][CH2:15][O:16][CH3:17])[C:8]([CH2:18][CH:19]=[C:20]([CH3:22])[CH3:21])=[C:7]([O:23][CH2:24][O:25][CH3:26])[CH:6]=1.[Cl:27][C:28]1[CH:29]=[C:30]([CH:33]=[CH:34][C:35]=1[Cl:36])[CH:31]=O. Given the product [Cl:27][C:28]1[CH:29]=[C:30](/[CH:31]=[CH:12]/[C:11]([C:10]2[C:5]([O:4][CH3:3])=[CH:6][C:7]([O:23][CH2:24][O:25][CH3:26])=[C:8]([CH2:18][CH:19]=[C:20]([CH3:21])[CH3:22])[C:9]=2[O:14][CH2:15][O:16][CH3:17])=[O:13])[CH:33]=[CH:34][C:35]=1[Cl:36], predict the reactants needed to synthesize it. (8) Given the product [CH3:21][C:22]([CH3:27])([CH3:26])[CH2:23][CH2:24]/[N:25]=[CH:1]\[C:3]1[S:7][C:6]([CH:8]2[CH2:13][CH2:12][N:11]([C:14]([O:16][C:17]([CH3:20])([CH3:19])[CH3:18])=[O:15])[CH2:10][CH2:9]2)=[N:5][CH:4]=1, predict the reactants needed to synthesize it. The reactants are: [CH:1]([C:3]1[S:7][C:6]([CH:8]2[CH2:13][CH2:12][N:11]([C:14]([O:16][C:17]([CH3:20])([CH3:19])[CH3:18])=[O:15])[CH2:10][CH2:9]2)=[N:5][CH:4]=1)=O.[CH3:21][C:22]([CH3:27])([CH3:26])[CH2:23][CH2:24][NH2:25].